From a dataset of Reaction yield outcomes from USPTO patents with 853,638 reactions. Predict the reaction yield, written as a fraction of the theoretical maximum amount of product (1.0 means a 100% yield; for example, 0.34 means a 34% yield). (1) The reactants are CN(C)C=O.[OH:6][C:7]1[CH:8]=[N:9][C:10]([CH3:13])=[CH:11][CH:12]=1.[H-].[Na+].[CH2:16](Br)[C:17]1[CH:22]=[CH:21][CH:20]=[CH:19][CH:18]=1. The catalyst is O. The product is [CH2:16]([O:6][C:7]1[CH:12]=[CH:11][C:10]([CH3:13])=[N:9][CH:8]=1)[C:17]1[CH:22]=[CH:21][CH:20]=[CH:19][CH:18]=1. The yield is 0.660. (2) The reactants are [Br-].[CH2:2]([N+:4]([CH3:13])([CH3:12])[CH2:5][CH2:6][CH2:7][C:8]([O:10]C)=[O:9])[CH3:3]. The catalyst is C(O)C. The product is [CH2:2]([N+:4]([CH3:13])([CH3:12])[CH2:5][CH2:6][CH2:7][C:8]([O-:10])=[O:9])[CH3:3]. The yield is 0.860. (3) The reactants are [F:1][C:2]([F:34])([O:14][CH2:15][CH2:16][CH2:17][CH2:18][CH2:19][CH2:20][CH2:21][CH2:22][CH2:23][CH2:24][CH2:25][P:26](=[O:33])([O:30]CC)[O:27]CC)[C:3]1[C:8]([F:9])=[C:7]([F:10])[C:6]([F:11])=[C:5]([F:12])[C:4]=1[F:13].Br[Si](C)(C)C.O. The catalyst is ClCCl.CO. The product is [F:34][C:2]([F:1])([O:14][CH2:15][CH2:16][CH2:17][CH2:18][CH2:19][CH2:20][CH2:21][CH2:22][CH2:23][CH2:24][CH2:25][P:26](=[O:27])([OH:33])[OH:30])[C:3]1[C:8]([F:9])=[C:7]([F:10])[C:6]([F:11])=[C:5]([F:12])[C:4]=1[F:13]. The yield is 0.920. (4) The reactants are [CH2:1]([C:5]1[NH:10][C:9](=[O:11])[CH:8]=[C:7]([CH:12]2[CH2:14][CH2:13]2)[N:6]=1)[CH2:2][CH2:3][CH3:4].Br[CH2:16][C:17]1[CH:22]=[CH:21][C:20]([C:23]2[C:24]([C:29]#[N:30])=[CH:25][CH:26]=[CH:27][CH:28]=2)=[CH:19][CH:18]=1.C(=O)([O-])[O-].[K+].[K+]. The catalyst is C(#N)C. The product is [CH2:1]([C:5]1[N:10]([CH2:16][C:17]2[CH:18]=[CH:19][C:20]([C:23]3[C:24]([C:29]#[N:30])=[CH:25][CH:26]=[CH:27][CH:28]=3)=[CH:21][CH:22]=2)[C:9](=[O:11])[CH:8]=[C:7]([CH:12]2[CH2:14][CH2:13]2)[N:6]=1)[CH2:2][CH2:3][CH3:4]. The yield is 0.440. (5) The reactants are Cl[C:2]1[C:11]2[CH:12]=[CH:13][S:14][C:10]=2[C:9]2[CH:8]=[CH:7][C:6]([C:15]([O-:17])=[O:16])=[CH:5][C:4]=2[N:3]=1.[NH2:18][CH2:19][C:20]1[CH:21]=[N:22][CH:23]=[CH:24][CH:25]=1. The catalyst is CN1C(=O)CCC1.CO. The product is [N:22]1[CH:23]=[CH:24][CH:25]=[C:20]([CH2:19][NH:18][C:2]2[C:11]3[CH:12]=[CH:13][S:14][C:10]=3[C:9]3[CH:8]=[CH:7][C:6]([C:15]([OH:17])=[O:16])=[CH:5][C:4]=3[N:3]=2)[CH:21]=1. The yield is 0.620. (6) The catalyst is C(OCC)(=O)C.C(O)C. The product is [ClH:38].[F:1][C:2]1[CH:7]=[CH:6][CH:5]=[CH:4][C:3]=1[N:8]1[C:12]([S:13]([C:16]2[CH:17]=[N:18][CH:19]=[CH:20][CH:21]=2)(=[O:14])=[O:15])=[CH:11][C:10]([CH2:22][NH:23][CH3:24])=[N:9]1. The reactants are [F:1][C:2]1[CH:7]=[CH:6][CH:5]=[CH:4][C:3]=1[N:8]1[C:12]([S:13]([C:16]2[CH:17]=[N:18][CH:19]=[CH:20][CH:21]=2)(=[O:15])=[O:14])=[CH:11][C:10]([CH2:22][N:23](C)[C:24](=O)OC(C)(C)C)=[N:9]1.C(OCC)(=O)C.[ClH:38]. The yield is 0.800. (7) The reactants are [O:1]=[C:2]1[NH:6][C:5]2[CH:7]=[CH:8][C:9]([C:11]([OH:13])=O)=[CH:10][C:4]=2[NH:3]1.[CH2:14]1[C@H:23]2[C@H:18]([CH2:19][CH2:20][C:21]3[CH:27]=[CH:26][CH:25]=[CH:24][C:22]=32)[NH:17][CH2:16][CH2:15]1.F[P-](F)(F)(F)(F)F.N1(OC(N(C)C)=[N+](C)C)C2N=CC=CC=2N=N1. No catalyst specified. The product is [CH2:14]1[C@H:23]2[C@H:18]([CH2:19][CH2:20][C:21]3[CH:27]=[CH:26][CH:25]=[CH:24][C:22]=32)[N:17]([C:11]([C:9]2[CH:8]=[CH:7][C:5]3[NH:6][C:2](=[O:1])[NH:3][C:4]=3[CH:10]=2)=[O:13])[CH2:16][CH2:15]1. The yield is 0.140. (8) The reactants are [Cl:1][C:2]1[CH:3]=[C:4]([NH:9][C:10]([CH:12]2[CH2:17][CH2:16][N:15]([CH2:18][C@@H:19]3[CH2:24][CH2:23][CH2:22][NH:21][CH2:20]3)[CH2:14][CH2:13]2)=[O:11])[CH:5]=[CH:6][C:7]=1[Cl:8].[CH:25](=O)[C:26]1[CH:31]=[CH:30][CH:29]=[CH:28][CH:27]=1.C(O[BH-](OC(=O)C)OC(=O)C)(=O)C.[Na+]. The catalyst is ClCCl. The product is [CH2:25]([N:21]1[CH2:22][CH2:23][CH2:24][C@@H:19]([CH2:18][N:15]2[CH2:14][CH2:13][CH:12]([C:10]([NH:9][C:4]3[CH:5]=[CH:6][C:7]([Cl:8])=[C:2]([Cl:1])[CH:3]=3)=[O:11])[CH2:17][CH2:16]2)[CH2:20]1)[C:26]1[CH:31]=[CH:30][CH:29]=[CH:28][CH:27]=1. The yield is 0.150. (9) The reactants are C([O:4][C@H:5]1[CH2:9][CH2:8][N:7]([C:10]2[CH:15]=[CH:14][CH:13]=[CH:12][CH:11]=2)[CH2:6]1)(=O)C.[Li+].[OH-]. The catalyst is C1COCC1.CO. The product is [C:10]1([N:7]2[CH2:8][CH2:9][C@H:5]([OH:4])[CH2:6]2)[CH:15]=[CH:14][CH:13]=[CH:12][CH:11]=1. The yield is 0.990. (10) The reactants are [F:1][C:2]1[CH:7]=[CH:6][CH:5]=[C:4]([N+]([O-])=O)[C:3]=1[F:11].[Cl-].[NH4+:13]. The catalyst is CO.O.[Fe]. The product is [F:1][C:2]1[CH:7]=[CH:6][C:5]([NH2:13])=[CH:4][C:3]=1[F:11]. The yield is 0.430.